Dataset: NCI-60 drug combinations with 297,098 pairs across 59 cell lines. Task: Regression. Given two drug SMILES strings and cell line genomic features, predict the synergy score measuring deviation from expected non-interaction effect. Drug 1: C1CN1C2=NC(=NC(=N2)N3CC3)N4CC4. Drug 2: CC12CCC3C(C1CCC2O)C(CC4=C3C=CC(=C4)O)CCCCCCCCCS(=O)CCCC(C(F)(F)F)(F)F. Cell line: M14. Synergy scores: CSS=14.6, Synergy_ZIP=-10.4, Synergy_Bliss=-8.58, Synergy_Loewe=-13.3, Synergy_HSA=-5.92.